This data is from Catalyst prediction with 721,799 reactions and 888 catalyst types from USPTO. The task is: Predict which catalyst facilitates the given reaction. (1) Reactant: [CH2:1]([O:5][C:6]1[N:14]=[C:13]2[C:9]([N:10]=[C:11]([O:23][CH3:24])[N:12]2[CH2:15][C:16]2[CH:21]=[CH:20][C:19]([OH:22])=[CH:18][CH:17]=2)=[C:8]([NH2:25])[N:7]=1)[CH2:2][CH2:3][CH3:4].[Br:26][CH2:27][CH2:28][CH2:29]Br.C(=O)([O-])[O-].[K+].[K+]. Product: [Br:26][CH2:27][CH2:28][CH2:29][O:22][C:19]1[CH:20]=[CH:21][C:16]([CH2:15][N:12]2[C:11]([O:23][CH3:24])=[N:10][C:9]3[C:13]2=[N:14][C:6]([O:5][CH2:1][CH2:2][CH2:3][CH3:4])=[N:7][C:8]=3[NH2:25])=[CH:17][CH:18]=1. The catalyst class is: 3. (2) Reactant: [CH3:1][O:2][C:3]1[C:4](=[O:26])[C:5]([C:15]2[N:19]([C:20]3[CH:25]=[CH:24][CH:23]=[CH:22][CH:21]=3)[N:18]=[CH:17][CH:16]=2)=[N:6][N:7]([CH:9]2[CH2:14][CH2:13][NH:12][CH2:11][CH2:10]2)[CH:8]=1.Br[C:28]1[CH:33]=[CH:32][C:31]([F:34])=[CH:30][CH:29]=1.C1(P(C2CCCCC2)C2C=CC=CC=2C2C(C(C)C)=CC(C(C)C)=CC=2C(C)C)CCCCC1.CC(C)([O-])C.[Na+]. Product: [F:34][C:31]1[CH:32]=[CH:33][C:28]([N:12]2[CH2:11][CH2:10][CH:9]([N:7]3[CH:8]=[C:3]([O:2][CH3:1])[C:4](=[O:26])[C:5]([C:15]4[N:19]([C:20]5[CH:25]=[CH:24][CH:23]=[CH:22][CH:21]=5)[N:18]=[CH:17][CH:16]=4)=[N:6]3)[CH2:14][CH2:13]2)=[CH:29][CH:30]=1. The catalyst class is: 93. (3) Reactant: [CH2:1]([O:8][CH2:9][CH:10]1[CH2:15][CH2:14][CH2:13][CH:12]=[CH:11]1)[C:2]1[CH:7]=[CH:6][CH:5]=[CH:4][CH:3]=1.C(OO)(=[O:18])C.O. Product: [CH2:1]([O:8][CH2:9][CH:10]1[CH2:15][CH2:14][CH:13]2[CH:12]([O:18]2)[CH2:11]1)[C:2]1[CH:7]=[CH:6][CH:5]=[CH:4][CH:3]=1. The catalyst class is: 2. (4) Reactant: [CH3:1][C:2]1[CH:3]=[N:4][N:5]([C:7]2[CH:12]=[CH:11][N:10]=[CH:9][C:8]=2[N:13]2[CH2:18][CH2:17][CH:16]([C:19]([NH:21][C@@H:22]3[CH2:26][CH2:25][O:24][CH2:23]3)=[O:20])[CH2:15][CH2:14]2)[CH:6]=1.[H-].[Na+].CC1C=CC(S(O[CH2:40][CH2:41][F:42])(=O)=O)=CC=1.[Cl-].[NH4+]. Product: [F:42][CH2:41][CH2:40][N:21]([C@@H:22]1[CH2:26][CH2:25][O:24][CH2:23]1)[C:19]([CH:16]1[CH2:17][CH2:18][N:13]([C:8]2[CH:9]=[N:10][CH:11]=[CH:12][C:7]=2[N:5]2[CH:6]=[C:2]([CH3:1])[CH:3]=[N:4]2)[CH2:14][CH2:15]1)=[O:20]. The catalyst class is: 3.